Regression. Given a peptide amino acid sequence and an MHC pseudo amino acid sequence, predict their binding affinity value. This is MHC class II binding data. From a dataset of Peptide-MHC class II binding affinity with 134,281 pairs from IEDB. (1) The MHC is HLA-DQA10102-DQB10602 with pseudo-sequence HLA-DQA10102-DQB10602. The peptide sequence is VRSGGHDYEGLSYRS. The binding affinity (normalized) is 0.119. (2) The MHC is DRB5_0101 with pseudo-sequence DRB5_0101. The binding affinity (normalized) is 0.668. The peptide sequence is GELQIRDKIDAAFKI. (3) The MHC is DRB3_0101 with pseudo-sequence DRB3_0101. The binding affinity (normalized) is 0.280. The peptide sequence is LKRLWKMLDPRQGLAHHHHHH. (4) The peptide sequence is HEMNNGGDAMYMALI. The MHC is HLA-DQA10201-DQB10301 with pseudo-sequence HLA-DQA10201-DQB10301. The binding affinity (normalized) is 0.502. (5) The peptide sequence is VFGNCEGVKIIGISI. The MHC is DRB4_0101 with pseudo-sequence DRB4_0103. The binding affinity (normalized) is 0.589. (6) The peptide sequence is PVGFFTALAVLIECH. The binding affinity (normalized) is 0.583. The MHC is DRB5_0101 with pseudo-sequence DRB5_0101.